This data is from Forward reaction prediction with 1.9M reactions from USPTO patents (1976-2016). The task is: Predict the product of the given reaction. Given the reactants [Cl:1][C:2]1[C:6](=[O:7])O[CH:4]([OH:8])[C:3]=1[CH3:9].[NH2:10][C:11]1[CH:15]=[C:14]([C:16]([CH3:19])([CH3:18])[CH3:17])[O:13][N:12]=1.C(OC(=O)CC)(=O)CC, predict the reaction product. The product is: [C:16]([C:14]1[O:13][N:12]=[C:11]([N:10]2[C:6](=[O:7])[C:2]([Cl:1])=[C:3]([CH3:9])[CH:4]2[OH:8])[CH:15]=1)([CH3:19])([CH3:18])[CH3:17].